From a dataset of Full USPTO retrosynthesis dataset with 1.9M reactions from patents (1976-2016). Predict the reactants needed to synthesize the given product. Given the product [OH:26][C@H:25]1[C@@H:27]([OH:20])[CH2:2][CH:1]([C:6]([O:8][CH2:9][C:10]2[CH:15]=[CH:14][CH:13]=[CH:12][CH:11]=2)=[O:7])[CH2:24]1, predict the reactants needed to synthesize it. The reactants are: [CH:1]1([C:6]([O:8][CH2:9][C:10]2[CH:15]=[CH:14][CH:13]=[CH:12][CH:11]=2)=[O:7])CC=C[CH2:2]1.C[N+]1([O-])CC[O:20]CC1.[CH3:24][C:25]([CH3:27])=[O:26].O.